The task is: Predict the reactants needed to synthesize the given product.. This data is from Full USPTO retrosynthesis dataset with 1.9M reactions from patents (1976-2016). (1) Given the product [N:14]1[C:23]2[C:18](=[CH:19][CH:20]=[CH:21][CH:22]=2)[CH:17]=[CH:16][C:15]=1/[CH:24]=[CH:5]/[C:3]([O:2][CH3:1])=[O:4], predict the reactants needed to synthesize it. The reactants are: [CH3:1][O:2][C:3]([CH2:5]P(OC)(OC)=O)=[O:4].[H-].[Na+].[N:14]1[C:23]2[C:18](=[CH:19][CH:20]=[CH:21][CH:22]=2)[CH:17]=[CH:16][C:15]=1[CH:24]=O. (2) Given the product [CH3:6][O:7][C:8](=[O:24])[O:9][C:10]1[CH:15]=[CH:14][C:13]([C:16]([CH3:17])([CH3:18])[CH3:19])=[CH:12][C:11]=1[C:20]([CH3:23])([CH3:22])[CH3:21], predict the reactants needed to synthesize it. The reactants are: COC(Cl)=O.[CH3:6][O:7][C:8](=[O:24])[O:9][C:10]1[CH:15]=[CH:14][C:13]([C:16]([CH3:19])([CH3:18])[CH3:17])=[CH:12][C:11]=1[C:20]([CH3:23])([CH3:22])[CH3:21].C(C1C=C(C(C)(C)C)C=CC=1O)(C)(C)C.CCN(CC)CC. (3) Given the product [NH2:2][C:65](=[O:66])[CH2:64][C:59]1[CH:60]=[CH:61][CH:62]=[CH:63][C:58]=1[CH2:57][CH2:56][C:54]1[C:53]([C:68]([F:69])([F:71])[F:70])=[CH:52][N:51]=[C:50]([NH:49][C:46]2[CH:47]=[CH:48][C:43]([CH:40]3[CH2:41][CH2:42][N:38]([C:36]([O:35][C:31]([CH3:34])([CH3:32])[CH3:33])=[O:37])[CH2:39]3)=[CH:44][CH:45]=2)[N:55]=1, predict the reactants needed to synthesize it. The reactants are: O[N:2]1C2C=CC=CC=2N=N1.CCN=C=NCCCN(C)C.C(N(CC)C(C)C)(C)C.[C:31]([O:35][C:36]([N:38]1[CH2:42][CH2:41][CH:40]([C:43]2[CH:48]=[CH:47][C:46]([NH:49][C:50]3[N:55]=[C:54]([CH2:56][CH2:57][C:58]4[CH:63]=[CH:62][CH:61]=[CH:60][C:59]=4[CH2:64][C:65]([O-])=[O:66])[C:53]([C:68]([F:71])([F:70])[F:69])=[CH:52][N:51]=3)=[CH:45][CH:44]=2)[CH2:39]1)=[O:37])([CH3:34])([CH3:33])[CH3:32].[Li+].C(=O)([O-])[O-].[NH4+].[NH4+]. (4) Given the product [CH2:1]([O:3][C:4]([CH:5]1[C:6]([CH:7]=[O:8])=[CH:30][C:29]2[C:28](=[C:35]([O:36][CH3:37])[CH:34]=[CH:33][C:32]=2[O:38][CH3:39])[O:27]1)=[O:9])[CH3:2], predict the reactants needed to synthesize it. The reactants are: [CH2:1]([O:3][C:4](=[O:9])/[CH:5]=[CH:6]/[CH:7]=[O:8])[CH3:2].[N+](C1C=CC=CC=1C(O)=O)([O-])=O.N1CCCC1.[OH:27][C:28]1[C:35]([O:36][CH3:37])=[CH:34][CH:33]=[C:32]([O:38][CH3:39])[C:29]=1[CH:30]=O. (5) Given the product [O:24]1[CH2:25][CH2:26][N:21]([CH2:6][C:7]2[CH:12]=[CH:11][C:10]([NH:13][C:14](=[O:15])[O:16][C:17]([CH3:20])([CH3:19])[CH3:18])=[N:9][CH:8]=2)[CH2:22][CH2:23]1, predict the reactants needed to synthesize it. The reactants are: CS(O[CH2:6][C:7]1[CH:8]=[N:9][C:10]([NH:13][C:14]([O:16][C:17]([CH3:20])([CH3:19])[CH3:18])=[O:15])=[CH:11][CH:12]=1)(=O)=O.[NH:21]1[CH2:26][CH2:25][O:24][CH2:23][CH2:22]1.C([O-])([O-])=O.[K+].[K+].[Na+].[I-]. (6) The reactants are: Br[C:2]1[CH:32]=[CH:31][C:5]2[NH:6][C:7]([CH2:9][CH:10]3[CH2:15][CH2:14][CH2:13][CH2:12][N:11]3[C:16]([C:18]3[N:19]=[C:20]([CH3:30])[S:21][C:22]=3[C:23]3[CH:28]=[CH:27][C:26]([F:29])=[CH:25][CH:24]=3)=[O:17])=[N:8][C:4]=2[CH:3]=1.[Cu][C:34]#[N:35]. Given the product [F:29][C:26]1[CH:25]=[CH:24][C:23]([C:22]2[S:21][C:20]([CH3:30])=[N:19][C:18]=2[C:16]([N:11]2[CH2:12][CH2:13][CH2:14][CH2:15][CH:10]2[CH2:9][C:7]2[NH:6][C:5]3[CH:31]=[CH:32][C:2]([C:34]#[N:35])=[CH:3][C:4]=3[N:8]=2)=[O:17])=[CH:28][CH:27]=1, predict the reactants needed to synthesize it. (7) Given the product [CH3:20][N:18]([CH3:19])[CH2:17][CH2:16]/[CH:15]=[CH:14]\[C:12]1[S:13][C:6]2[C:7](=[N:8][CH:9]=[CH:10][C:5]=2[O:4][C:3]2[CH:21]=[CH:22][C:23]([NH2:25])=[CH:24][C:2]=2[F:1])[CH:11]=1, predict the reactants needed to synthesize it. The reactants are: [F:1][C:2]1[CH:24]=[C:23]([N+:25]([O-])=O)[CH:22]=[CH:21][C:3]=1[O:4][C:5]1[CH:10]=[CH:9][N:8]=[C:7]2[CH:11]=[C:12]([CH:14]=[CH:15][CH2:16][CH2:17][N:18]([CH3:20])[CH3:19])[S:13][C:6]=12.[NH4+].[Cl-].O.